From a dataset of Forward reaction prediction with 1.9M reactions from USPTO patents (1976-2016). Predict the product of the given reaction. Given the reactants [NH2:1][C:2]1[S:3][CH:4]=[C:5]([CH2:7][C:8]([O:10][CH2:11][CH3:12])=[O:9])[N:6]=1.[Br:13][C:14]1[CH:19]=[CH:18][CH:17]=[CH:16][C:15]=1[S:20](Cl)(=[O:22])=[O:21], predict the reaction product. The product is: [Br:13][C:14]1[CH:19]=[CH:18][CH:17]=[CH:16][C:15]=1[S:20]([NH:1][C:2]1[S:3][CH:4]=[C:5]([CH2:7][C:8]([O:10][CH2:11][CH3:12])=[O:9])[N:6]=1)(=[O:22])=[O:21].